Dataset: Reaction yield outcomes from USPTO patents with 853,638 reactions. Task: Predict the reaction yield, written as a fraction of the theoretical maximum amount of product (1.0 means a 100% yield; for example, 0.34 means a 34% yield). (1) The catalyst is C1C=CC=CC=1. The reactants are [CH2:1]([O:8][C:9]1[CH:16]=[CH:15][CH:14]=[CH:13][C:10]=1C=O)[C:2]1[CH:7]=[CH:6][CH:5]=[CH:4][CH:3]=1.[C:17]([O:24][CH3:25])(=[O:23])[CH2:18][C:19]([O:21][CH3:22])=[O:20].[C:26]([O-])(=O)C. The yield is 0.900. The product is [CH3:22][O:21][C:19](=[O:20])[C:18](=[CH:26][C:14]1[CH:13]=[CH:10][C:9]([O:8][CH2:1][C:2]2[CH:3]=[CH:4][CH:5]=[CH:6][CH:7]=2)=[CH:16][CH:15]=1)[C:17]([O:24][CH3:25])=[O:23]. (2) The reactants are Cl[C:2]1[N:7]=[CH:6][CH:5]=[CH:4][N:3]=1.[Br:8][C:9]1[CH:10]=[C:11]([N:15]2[C:23]3[CH2:22][CH2:21][NH:20][CH2:19][C:18]=3[C:17]([C:24]([O:26][CH2:27][CH3:28])=[O:25])=[N:16]2)[CH:12]=[CH:13][CH:14]=1.C(N(C(C)C)C(C)C)C. The catalyst is CN(C=O)C. The product is [Br:8][C:9]1[CH:10]=[C:11]([N:15]2[C:23]3[CH2:22][CH2:21][N:20]([C:2]4[N:7]=[CH:6][CH:5]=[CH:4][N:3]=4)[CH2:19][C:18]=3[C:17]([C:24]([O:26][CH2:27][CH3:28])=[O:25])=[N:16]2)[CH:12]=[CH:13][CH:14]=1. The yield is 0.580. (3) The reactants are [Cl:1][C:2]1[CH:10]=[C:6]([C:7]([OH:9])=O)[C:5]([OH:11])=[CH:4][CH:3]=1.[NH2:12][C:13]1[S:14][C:15]([C:22](=[O:27])[C:23]([CH3:26])([CH3:25])[CH3:24])=[C:16]([C:18]([CH3:21])([CH3:20])[CH3:19])[N:17]=1. The catalyst is ClC1C=CC=CC=1. The product is [Cl:1][C:2]1[CH:3]=[CH:4][C:5]([OH:11])=[C:6]([CH:10]=1)[C:7]([NH:12][C:13]1[S:14][C:15]([C:22](=[O:27])[C:23]([CH3:26])([CH3:25])[CH3:24])=[C:16]([C:18]([CH3:20])([CH3:21])[CH3:19])[N:17]=1)=[O:9]. The yield is 0.484. (4) The reactants are [Mg].II.Br[C:5]1[CH:13]=[CH:12][C:8]([N:9]([CH3:11])[CH3:10])=[CH:7][CH:6]=1.[P:14]([O-:21])(OCC)OCC.Cl. The catalyst is C1(C)C=CC=CC=1.O.O1CCCC1. The product is [CH3:10][N:9]([CH3:11])[C:8]1[CH:12]=[CH:13][C:5]([PH:14](=[O:21])[C:5]2[CH:13]=[CH:12][C:8]([N:9]([CH3:11])[CH3:10])=[CH:7][CH:6]=2)=[CH:6][CH:7]=1. The yield is 0.529. (5) The yield is 0.750. The product is [CH3:1][O:2][C:3]([C:5]1[S:6][C:7]([C:11]2[CH:16]=[CH:15][CH:14]=[CH:13][CH:12]=2)=[CH:8][C:9]=1[NH:19][N:18]([CH3:20])[CH3:17])=[O:4]. The catalyst is C1(C)C=CC=CC=1. The reactants are [CH3:1][O:2][C:3]([C:5]1[S:6][C:7]([C:11]2[CH:16]=[CH:15][CH:14]=[CH:13][CH:12]=2)=[CH:8][C:9]=1Br)=[O:4].[CH3:17][N:18]([CH3:20])[NH2:19].C(=O)([O-])[O-].[Cs+].[Cs+].C1C=CC(P(C2C(C3C(P(C4C=CC=CC=4)C4C=CC=CC=4)=CC=C4C=3C=CC=C4)=C3C(C=CC=C3)=CC=2)C2C=CC=CC=2)=CC=1.C([O-])(=O)C. (6) The reactants are C[Si]([N-][Si](C)(C)C)(C)C.[Na+].[CH3:11][N:12]([CH3:48])[CH2:13][CH2:14][O:15][C:16]1[CH:17]=[C:18]([NH:22][C:23]2[N:28]=[C:27]([C:29]3[N:33]4[CH:34]=[CH:35][CH:36]=[CH:37][C:32]4=[N:31][C:30]=3[C:38]3[CH:39]=[C:40]([CH:45]=[CH:46][CH:47]=3)[C:41](OC)=[O:42])[CH:26]=[CH:25][N:24]=2)[CH:19]=[CH:20][CH:21]=1.[Cl:49][C:50]1[CH:51]=[CH:52][C:53]([F:57])=[C:54]([CH:56]=1)[NH2:55]. The catalyst is C1COCC1. The product is [Cl:49][C:50]1[CH:51]=[CH:52][C:53]([F:57])=[C:54]([NH:55][C:41](=[O:42])[C:40]2[CH:45]=[CH:46][CH:47]=[C:38]([C:30]3[N:31]=[C:32]4[CH:37]=[CH:36][CH:35]=[CH:34][N:33]4[C:29]=3[C:27]3[CH:26]=[CH:25][N:24]=[C:23]([NH:22][C:18]4[CH:19]=[CH:20][CH:21]=[C:16]([O:15][CH2:14][CH2:13][N:12]([CH3:11])[CH3:48])[CH:17]=4)[N:28]=3)[CH:39]=2)[CH:56]=1. The yield is 0.940. (7) The reactants are [CH3:1][O:2][C:3](=[O:19])[CH2:4][C@H:5]([N:7]1[C:16](=[O:17])[C:15]2[C:10](=[CH:11][CH:12]=[CH:13][CH:14]=2)[NH:9][C:8]1=[O:18])[CH3:6].Br[CH2:21][C:22]1[C:26]2[C:27]([CH3:32])=[CH:28][C:29]([CH3:31])=[CH:30][C:25]=2[S:24][N:23]=1.C(=O)([O-])[O-].[K+].[K+].CN(C=O)C. The catalyst is O. The product is [CH3:1][O:2][C:3](=[O:19])[CH2:4][C@H:5]([N:7]1[C:16](=[O:17])[C:15]2[C:10](=[CH:11][CH:12]=[CH:13][CH:14]=2)[N:9]([CH2:21][C:22]2[C:26]3[C:27]([CH3:32])=[CH:28][C:29]([CH3:31])=[CH:30][C:25]=3[S:24][N:23]=2)[C:8]1=[O:18])[CH3:6]. The yield is 0.930. (8) The reactants are [CH:1]1([C:4]2[NH:8][C:7]3[CH:9]=[C:10]([C:17]4[C:18]([CH3:23])=[N:19][O:20][C:21]=4[CH3:22])[CH:11]=[C:12]([C:13]([O:15]C)=[O:14])[C:6]=3[N:5]=2)[CH2:3][CH2:2]1.Cl. The yield is 0.690. The catalyst is CO.[OH-].[Na+]. The product is [CH:1]1([C:4]2[NH:8][C:7]3[CH:9]=[C:10]([C:17]4[C:18]([CH3:23])=[N:19][O:20][C:21]=4[CH3:22])[CH:11]=[C:12]([C:13]([OH:15])=[O:14])[C:6]=3[N:5]=2)[CH2:2][CH2:3]1. (9) The reactants are CS(O[CH2:6][CH:7]1[CH:11]([OH:12])[C:10]2[CH:13]=[C:14]([Br:18])[CH:15]=[C:16]([Cl:17])[C:9]=2[O:8]1)(=O)=O.[N-:19]=[N+:20]=[N-:21].[Na+].C([O-])([O-])=O.[K+].[K+].O. The catalyst is CN(C=O)C. The product is [N:19]([CH2:6][CH:7]1[CH:11]([OH:12])[C:10]2[CH:13]=[C:14]([Br:18])[CH:15]=[C:16]([Cl:17])[C:9]=2[O:8]1)=[N+:20]=[N-:21]. The yield is 0.630. (10) The yield is 0.904. No catalyst specified. The reactants are [C:1]12([C:11]3[CH:21]=[CH:20][C:14]([O:15][CH2:16][C:17](O)=[O:18])=[CH:13][CH:12]=3)[CH2:10][CH:5]3[CH2:6][CH:7]([CH2:9][CH:3]([CH2:4]3)[CH2:2]1)[CH2:8]2.O.[NH2:23][C:24]12[CH2:33][CH:28]3[CH2:29][CH:30]([CH2:32][C:26]([OH:34])([CH2:27]3)[CH2:25]1)[CH2:31]2. The product is [C:1]12([C:11]3[CH:21]=[CH:20][C:14]([O:15][CH2:16][C:17]([NH:23][C:24]45[CH2:33][CH:28]6[CH2:29][CH:30]([CH2:32][C:26]([OH:34])([CH2:27]6)[CH2:25]4)[CH2:31]5)=[O:18])=[CH:13][CH:12]=3)[CH2:2][CH:3]3[CH2:9][CH:7]([CH2:6][CH:5]([CH2:4]3)[CH2:10]1)[CH2:8]2.